Dataset: Forward reaction prediction with 1.9M reactions from USPTO patents (1976-2016). Task: Predict the product of the given reaction. (1) Given the reactants [I:1][C:2]1[CH:11]=[CH:10][CH:9]=[C:8]2[C:3]=1[CH2:4][CH2:5][NH:6][CH:7]2[CH2:12][C:13]([O:15]CC)=O.IC1C=CC=C2C=1CCN/C/2=C\C([O:32][CH2:33][CH3:34])=O.[BH3-]C#[N:37].[Na+].C([O-])(O)=O.[Na+], predict the reaction product. The product is: [I:1][C:2]1[CH:11]=[CH:10][CH:9]=[C:8]2[C:3]=1[CH2:4][CH2:5][N:6]1[C:33](=[O:32])[CH2:34][NH:37][C:13](=[O:15])[CH:12]=[C:7]12. (2) Given the reactants [C:1]([C:3]1[CH:4]=[C:5]([C:15]2[O:19][N:18]=[C:17]([C:20]3[CH:29]=[CH:28][CH:27]=[C:26]4[C:21]=3[CH:22]=[CH:23][N:24]=[C:25]4[CH2:30][CH2:31][C:32]([O:34]C(C)(C)C)=[O:33])[N:16]=2)[CH:6]=[CH:7][C:8]=1[O:9][CH2:10][C:11]([F:14])([F:13])[F:12])#[N:2], predict the reaction product. The product is: [C:1]([C:3]1[CH:4]=[C:5]([C:15]2[O:19][N:18]=[C:17]([C:20]3[CH:29]=[CH:28][CH:27]=[C:26]4[C:21]=3[CH:22]=[CH:23][N:24]=[C:25]4[CH2:30][CH2:31][C:32]([OH:34])=[O:33])[N:16]=2)[CH:6]=[CH:7][C:8]=1[O:9][CH2:10][C:11]([F:13])([F:14])[F:12])#[N:2]. (3) Given the reactants [CH2:1]([C:3]1[N:4]([CH2:9][CH2:10][NH2:11])[CH:5]=[C:6]([I:8])[N:7]=1)[CH3:2].[F:12][C:13]1[CH:14]=[C:15]([CH2:20][CH2:21][CH:22]=O)[CH:16]=[CH:17][C:18]=1[F:19], predict the reaction product. The product is: [F:12][C:13]1[CH:14]=[C:15]([CH2:20][CH2:21][CH:22]2[NH:11][CH2:10][CH2:9][N:4]3[C:3]([CH2:1][CH3:2])=[N:7][C:6]([I:8])=[C:5]23)[CH:16]=[CH:17][C:18]=1[F:19]. (4) Given the reactants [CH3:1][O:2][C:3]1[CH:11]=[C:10]2[C:6]([CH2:7]/[C:8](=[CH:13]\[C:14]3[CH:15]=[N:16][C:17]([C:20]([F:23])([F:22])[F:21])=[CH:18][CH:19]=3)/[C:9]2=[O:12])=[CH:5][C:4]=1[N:24]1[CH2:29][CH2:28][O:27][CH2:26][CH2:25]1, predict the reaction product. The product is: [CH3:1][O:2][C:3]1[CH:11]=[C:10]2[C:6]([CH2:7][CH:8]([CH2:13][C:14]3[CH:15]=[N:16][C:17]([C:20]([F:22])([F:23])[F:21])=[CH:18][CH:19]=3)[C:9]2=[O:12])=[CH:5][C:4]=1[N:24]1[CH2:25][CH2:26][O:27][CH2:28][CH2:29]1. (5) Given the reactants [CH3:1][Si:2]([CH2:5][CH2:6][O:7][CH2:8]Cl)([CH3:4])[CH3:3].[OH:10][C:11]1[CH:18]=[CH:17][C:14]([C:15]#[N:16])=[CH:13][CH:12]=1.CCN(CC)CC.CCOCC, predict the reaction product. The product is: [CH3:1][Si:2]([CH2:5][CH2:6][O:7][CH2:8][O:10][C:11]1[CH:18]=[CH:17][C:14]([C:15]#[N:16])=[CH:13][CH:12]=1)([CH3:4])[CH3:3]. (6) Given the reactants [C:1]([CH:4]1[CH2:9][CH2:8][CH:7]([NH:10][C:11](=[O:27])[O:12][CH2:13][CH:14]2[C:26]3[CH:25]=[CH:24][CH:23]=[CH:22][C:21]=3[C:20]3[C:15]2=[CH:16][CH:17]=[CH:18][CH:19]=3)[CH2:6][CH2:5]1)(=[O:3])[CH3:2].[Br:28]Br, predict the reaction product. The product is: [Br:28][CH2:2][C:1]([CH:4]1[CH2:5][CH2:6][CH:7]([NH:10][C:11](=[O:27])[O:12][CH2:13][CH:14]2[C:26]3[CH:25]=[CH:24][CH:23]=[CH:22][C:21]=3[C:20]3[C:15]2=[CH:16][CH:17]=[CH:18][CH:19]=3)[CH2:8][CH2:9]1)=[O:3]. (7) Given the reactants Cl[C:2]1[CH:7]=[C:6]([Cl:8])[N:5]=[C:4]([O:9][CH3:10])[N:3]=1.[O:11]1[C:15]2[CH:16]=[CH:17][CH:18]=[CH:19][C:14]=2[CH2:13][CH:12]1[CH2:20][NH2:21].C([O-])(O)=O.[Na+], predict the reaction product. The product is: [Cl:8][C:6]1[N:5]=[C:4]([O:9][CH3:10])[N:3]=[C:2]([NH:21][CH2:20][CH:12]2[CH2:13][C:14]3[CH:19]=[CH:18][CH:17]=[CH:16][C:15]=3[O:11]2)[CH:7]=1. (8) Given the reactants [NH2:1][C:2]1[C:3]2[S:10][CH:9]=[C:8]([C:11]([NH:13][C:14]3[CH:15]=[C:16]([CH:20]=[CH:21][C:22]=3[CH3:23])[C:17](O)=[O:18])=[O:12])[C:4]=2[N:5]=[CH:6][N:7]=1.[CH3:24][C:25]1[N:26]=[CH:27][N:28]([C:30]2[CH:31]=[C:32]([CH:34]=[C:35]([C:37]([F:40])([F:39])[F:38])[CH:36]=2)[NH2:33])[CH:29]=1, predict the reaction product. The product is: [NH2:1][C:2]1[C:3]2[S:10][CH:9]=[C:8]([C:11]([NH:13][C:14]3[CH:15]=[C:16]([C:17](=[O:18])[NH:33][C:32]4[CH:34]=[C:35]([C:37]([F:38])([F:39])[F:40])[CH:36]=[C:30]([N:28]5[CH:29]=[C:25]([CH3:24])[N:26]=[CH:27]5)[CH:31]=4)[CH:20]=[CH:21][C:22]=3[CH3:23])=[O:12])[C:4]=2[N:5]=[CH:6][N:7]=1. (9) Given the reactants [Cl:1][C:2]1[CH:3]=[C:4]([N:13]([CH2:31][CH3:32])[C@H:14]2[CH2:19][CH2:18][C@H:17]([N:20]([CH2:22][C:23]3[CH:28]=[CH:27][C:26]([O:29][CH3:30])=[CH:25][CH:24]=3)[CH3:21])[CH2:16][CH2:15]2)[C:5]([CH3:12])=[C:6]([CH:11]=1)[C:7]([O:9]C)=[O:8].[OH-].[Na+], predict the reaction product. The product is: [Cl:1][C:2]1[CH:3]=[C:4]([N:13]([CH2:31][CH3:32])[C@H:14]2[CH2:15][CH2:16][C@H:17]([N:20]([CH2:22][C:23]3[CH:28]=[CH:27][C:26]([O:29][CH3:30])=[CH:25][CH:24]=3)[CH3:21])[CH2:18][CH2:19]2)[C:5]([CH3:12])=[C:6]([CH:11]=1)[C:7]([OH:9])=[O:8].